Dataset: Catalyst prediction with 721,799 reactions and 888 catalyst types from USPTO. Task: Predict which catalyst facilitates the given reaction. (1) Reactant: Br[C:2]1[CH:3]=[C:4]([NH:25][C:26](=[O:34])[C:27]2[CH:32]=[CH:31][CH:30]=[C:29]([Cl:33])[CH:28]=2)[C:5]([N:8]2[CH2:13][CH2:12][CH:11]([CH2:14][C:15]([N:17]3[CH2:23][CH2:22][CH2:21][N:20]([CH3:24])[CH2:19][CH2:18]3)=[O:16])[CH2:10][CH2:9]2)=[N:6][CH:7]=1.[N:35]1[CH:40]=[CH:39][CH:38]=[C:37](B(O)O)[CH:36]=1.C(=O)([O-])[O-].[K+].[K+]. Product: [Cl:33][C:29]1[CH:28]=[C:27]([CH:32]=[CH:31][CH:30]=1)[C:26]([NH:25][C:4]1[C:5]([N:8]2[CH2:13][CH2:12][CH:11]([CH2:14][C:15]([N:17]3[CH2:23][CH2:22][CH2:21][N:20]([CH3:24])[CH2:19][CH2:18]3)=[O:16])[CH2:10][CH2:9]2)=[N:6][CH:7]=[C:2]([C:37]2[CH:36]=[N:35][CH:40]=[CH:39][CH:38]=2)[CH:3]=1)=[O:34]. The catalyst class is: 427. (2) Reactant: [NH2:1][CH2:2][CH2:3][CH:4]1[CH2:9][CH2:8][NH:7][CH2:6][CH2:5]1.[C:10](O[C:10]([O:12][C:13]([CH3:16])([CH3:15])[CH3:14])=[O:11])([O:12][C:13]([CH3:16])([CH3:15])[CH3:14])=[O:11]. Product: [C:13]([O:12][C:10](=[O:11])[NH:1][CH2:2][CH2:3][C:4]1[CH:9]=[CH:8][N:7]=[CH:6][CH:5]=1)([CH3:16])([CH3:15])[CH3:14]. The catalyst class is: 1. (3) Reactant: FC(F)(F)C1[N:8]=C(N2CCNCC2)C=CC=1.ClC1N=C(C2C=CC=C(Cl)C=2)N=C(N2CC[O:34][CH2:33]C2)C=1.C1C=CC(P([C:63]2[C:64](C3C(P(C4C=CC=CC=4)C4C=CC=CC=4)=C[CH:67]=[C:66]4[C:61]=3[CH:62]=[CH:63][CH:64]=[CH:65]4)=[C:65]3[C:66]([CH:67]=CC=C3)=[CH:61][CH:62]=2)C2C=CC=CC=2)=CC=1.C[C:84]([O-:87])([CH3:86])C.[K+].[Cl-:89].[NH4+:90]. Product: [Cl:89][C:64]1[CH:65]=[C:66]([C:67]2[N:8]=[C:84]([OH:87])[CH:86]=[C:33]([OH:34])[N:90]=2)[CH:61]=[CH:62][CH:63]=1. The catalyst class is: 101. (4) Reactant: [NH2:1][C:2]1[CH:7]=[CH:6][CH:5]=[CH:4][C:3]=1[OH:8].F[C:10]1[CH:17]=[C:16]([F:18])[CH:15]=[CH:14][C:11]=1[CH:12]=O.C([O-])([O-])=O.[K+].[K+].O. Product: [F:18][C:16]1[CH:17]=[CH:10][C:11]2[CH:12]=[N:1][C:2]3[CH:7]=[CH:6][CH:5]=[CH:4][C:3]=3[O:8][C:14]=2[CH:15]=1. The catalyst class is: 3. (5) Reactant: [Si]([O:8][CH2:9][C@@H:10]1[C@H:14]2[O:15][C:16]([CH3:19])([CH3:18])[O:17][C@H:13]2[C@H:12]([N:20]2[CH:28]=[N:27][C:26]3[C:21]2=[N:22][C:23]([C:44]([NH:46][CH2:47][CH2:48][C:49]2[CH:54]=[CH:53][CH:52]=[CH:51][CH:50]=2)=[O:45])=[N:24][C:25]=3[NH:29][CH2:30][CH:31]([C:38]2[CH:43]=[CH:42][CH:41]=[CH:40][CH:39]=2)[C:32]2[CH:37]=[CH:36][CH:35]=[CH:34][CH:33]=2)[O:11]1)(C(C)(C)C)(C)C.[F-].C([N+](CCCC)(CCCC)CCCC)CCC. Product: [OH:8][CH2:9][C@@H:10]1[C@H:14]2[O:15][C:16]([CH3:18])([CH3:19])[O:17][C@H:13]2[C@H:12]([N:20]2[CH:28]=[N:27][C:26]3[C:21]2=[N:22][C:23]([C:44]([NH:46][CH2:47][CH2:48][C:49]2[CH:54]=[CH:53][CH:52]=[CH:51][CH:50]=2)=[O:45])=[N:24][C:25]=3[NH:29][CH2:30][CH:31]([C:38]2[CH:39]=[CH:40][CH:41]=[CH:42][CH:43]=2)[C:32]2[CH:37]=[CH:36][CH:35]=[CH:34][CH:33]=2)[O:11]1. The catalyst class is: 10. (6) Reactant: Br[CH2:2][C:3]1[N:4]=[C:5]([O:19][CH2:20][CH2:21][CH3:22])[C:6]2[N:11]=[C:10]([C:12]3[CH:17]=[CH:16][CH:15]=[C:14]([F:18])[CH:13]=3)[O:9][C:7]=2[N:8]=1.[F:23][C:24]([F:35])([F:34])[C:25]1[CH:30]=[CH:29][C:28](B(O)O)=[CH:27][CH:26]=1.P([O-])([O-])([O-])=O.[K+].[K+].[K+].C1(P(C2CCCCC2)C2CCCCC2)CCCCC1. Product: [F:18][C:14]1[CH:13]=[C:12]([C:10]2[O:9][C:7]3[N:8]=[C:3]([CH2:2][C:28]4[CH:29]=[CH:30][C:25]([C:24]([F:35])([F:34])[F:23])=[CH:26][CH:27]=4)[N:4]=[C:5]([O:19][CH2:20][CH2:21][CH3:22])[C:6]=3[N:11]=2)[CH:17]=[CH:16][CH:15]=1. The catalyst class is: 11.